From a dataset of Forward reaction prediction with 1.9M reactions from USPTO patents (1976-2016). Predict the product of the given reaction. (1) The product is: [F:48][C:49]1[CH:55]=[CH:54][C:52]([NH:53][C:14]([C:11]2[C:12]3[C:13]4[N:5]([CH:4]=[CH:3][N:2]=4)[CH2:6][CH2:7][C:8]=3[NH:9][CH:10]=2)=[O:16])=[CH:51][CH:50]=1. Given the reactants Br.[N:2]1[CH:3]=[CH:4][N:5]2[C:13]=1[C:12]1[C:11]([C:14]([OH:16])=O)=[CH:10][NH:9][C:8]=1[CH2:7][CH2:6]2.F[P-](F)(F)(F)(F)F.N1(OC(N(C)C)=[N+](C)C)C2C=CC=CC=2N=N1.C(N(CC)CC)C.[F:48][C:49]1[CH:55]=[CH:54][C:52]([NH2:53])=[CH:51][CH:50]=1, predict the reaction product. (2) Given the reactants C[O:2][C:3]([CH2:5][NH:6][C:7]1[N:12]=[CH:11][C:10](/[CH:13]=[CH:14]/[C:15]([N:17]([CH3:29])[CH2:18][C:19]2[C:27]3[C:22](=[CH:23][CH:24]=[CH:25][CH:26]=3)[NH:21][C:20]=2[CH3:28])=[O:16])=[CH:9][CH:8]=1)=O.[CH3:30][NH2:31], predict the reaction product. The product is: [CH3:29][N:17]([CH2:18][C:19]1[C:27]2[C:22](=[CH:23][CH:24]=[CH:25][CH:26]=2)[NH:21][C:20]=1[CH3:28])[C:15](=[O:16])/[CH:14]=[CH:13]/[C:10]1[CH:11]=[N:12][C:7]([NH:6][CH2:5][C:3]([NH:31][CH3:30])=[O:2])=[CH:8][CH:9]=1. (3) Given the reactants [CH2:1]([C:3]1[CH:4]=[N:5][C:6]([N:9]2[CH2:14][CH2:13][CH:12]([C@H:15]3[CH2:17][C@H:16]3[CH2:18][O:19][CH2:20][C:21]3[CH:26]=[CH:25][C:24]([CH2:27][CH:28]=[O:29])=[CH:23][CH:22]=3)[CH2:11][CH2:10]2)=[N:7][CH:8]=1)[CH3:2].[BH4-].[Na+], predict the reaction product. The product is: [CH2:1]([C:3]1[CH:4]=[N:5][C:6]([N:9]2[CH2:10][CH2:11][CH:12]([C@H:15]3[CH2:17][C@H:16]3[CH2:18][O:19][CH2:20][C:21]3[CH:22]=[CH:23][C:24]([CH2:27][CH2:28][OH:29])=[CH:25][CH:26]=3)[CH2:13][CH2:14]2)=[N:7][CH:8]=1)[CH3:2]. (4) Given the reactants Cl[C:2]1[N:10]=[CH:9][CH:8]=[CH:7][C:3]=1[C:4]([OH:6])=[O:5].C(=O)([O-])[O-].[K+].[K+].[CH:17]1([C:22]2[CH:26]=[C:25]([NH2:27])[N:24]([C:28]3[CH:33]=[CH:32][CH:31]=[CH:30][C:29]=3[CH3:34])[N:23]=2)[CH2:21][CH2:20][CH2:19][CH2:18]1, predict the reaction product. The product is: [CH:17]1([C:22]2[CH:26]=[C:25]([NH:27][C:2]3[N:10]=[CH:9][CH:8]=[CH:7][C:3]=3[C:4]([OH:6])=[O:5])[N:24]([C:28]3[CH:33]=[CH:32][CH:31]=[CH:30][C:29]=3[CH3:34])[N:23]=2)[CH2:18][CH2:19][CH2:20][CH2:21]1. (5) Given the reactants C(OC([NH:11][CH:12]1[C:17]2([O:21][CH2:20][CH2:19][O:18]2)[CH2:16][N:15]([C:22]([O:24][CH3:25])=[O:23])[CH2:14][CH2:13]1)=O)C1C=CC=CC=1, predict the reaction product. The product is: [NH2:11][CH:12]1[C:17]2([O:21][CH2:20][CH2:19][O:18]2)[CH2:16][N:15]([C:22]([O:24][CH3:25])=[O:23])[CH2:14][CH2:13]1.